From a dataset of Reaction yield outcomes from USPTO patents with 853,638 reactions. Predict the reaction yield, written as a fraction of the theoretical maximum amount of product (1.0 means a 100% yield; for example, 0.34 means a 34% yield). (1) The reactants are P(Cl)(Cl)([Cl:3])=O.O=[C:7]1[C:12]([C:13]#[N:14])=[CH:11][C:10]([CH3:15])=[C:9]([CH3:16])[NH:8]1. No catalyst specified. The product is [Cl:3][C:7]1[C:12]([C:13]#[N:14])=[CH:11][C:10]([CH3:15])=[C:9]([CH3:16])[N:8]=1. The yield is 0.667. (2) The reactants are [Br:1][C:2]1[CH:14]=[CH:13][C:5]([CH2:6][CH:7]2[CH2:12][CH2:11][NH:10][CH2:9][CH2:8]2)=[CH:4][CH:3]=1.[CH2:15]=O. The catalyst is C(O)=O. The product is [Br:1][C:2]1[CH:3]=[CH:4][C:5]([CH2:6][CH:7]2[CH2:8][CH2:9][N:10]([CH3:15])[CH2:11][CH2:12]2)=[CH:13][CH:14]=1. The yield is 0.980.